From a dataset of Full USPTO retrosynthesis dataset with 1.9M reactions from patents (1976-2016). Predict the reactants needed to synthesize the given product. (1) Given the product [CH3:12][C:9]1[CH:8]=[CH:7][C:6]2[C:11](=[C:2]([NH:13][C:14]3[S:15][CH:16]=[C:17]([CH3:19])[N:18]=3)[N:3]=[CH:4][CH:5]=2)[N:10]=1, predict the reactants needed to synthesize it. The reactants are: Cl[C:2]1[N:3]=[CH:4][CH:5]=[C:6]2[C:11]=1[N:10]=[C:9]([CH3:12])[CH:8]=[CH:7]2.[NH2:13][C:14]1[S:15][CH:16]=[C:17]([CH3:19])[N:18]=1. (2) Given the product [CH:1]1([C:7]2[C:15]3[CH:14]=[CH:13][C:12]([C:16]([O:18][CH3:19])=[O:17])=[CH:11][C:10]=3[N:9]3[CH2:20][CH2:21][N:22]([CH2:29][CH2:30][N:31]([CH3:32])[CH3:33])[CH2:23][C:24]4[CH:28]=[CH:27][O:26][C:25]=4[C:8]=23)[CH2:6][CH2:5][CH2:4][CH2:3][CH2:2]1, predict the reactants needed to synthesize it. The reactants are: [CH:1]1([C:7]2[C:15]3[CH:14]=[CH:13][C:12]([C:16]([O:18][CH3:19])=[O:17])=[CH:11][C:10]=3[N:9]3[CH2:20][C:21](=O)[N:22]([CH2:29][CH2:30][N:31]([CH3:33])[CH3:32])[CH2:23][C:24]4[CH:28]=[CH:27][O:26][C:25]=4[C:8]=23)[CH2:6][CH2:5][CH2:4][CH2:3][CH2:2]1.S(C)C. (3) Given the product [Cl:15][C:10]1[N:9]=[CH:2][C:1]([OH:4])=[CH:14][C:11]=1[C:12]#[N:13], predict the reactants needed to synthesize it. The reactants are: [C:1]([O-:4])(=O)[CH3:2].[K+].BrC1C=[N:9][C:10]([Cl:15])=[C:11]([CH:14]=1)[C:12]#[N:13].CC1(C)C(C)(C)OB(B2OC(C)(C)C(C)(C)O2)O1.OO. (4) Given the product [CH3:1][C:2]1([CH3:17])[CH2:11][CH2:10][C:9]([CH3:12])([CH3:13])[C:8]2[CH:7]=[C:6]([C:14]([NH:23][C:24]3[CH:25]=[CH:26][C:27]([C:28]([O:30][CH3:31])=[O:29])=[CH:32][CH:33]=3)=[O:15])[CH:5]=[CH:4][C:3]1=2, predict the reactants needed to synthesize it. The reactants are: [CH3:1][C:2]1([CH3:17])[CH2:11][CH2:10][C:9]([CH3:13])([CH3:12])[C:8]2[CH:7]=[C:6]([C:14](O)=[O:15])[CH:5]=[CH:4][C:3]1=2.CN(C=O)C.[NH2:23][C:24]1[CH:33]=[CH:32][C:27]([C:28]([O:30][CH3:31])=[O:29])=[CH:26][CH:25]=1.O. (5) Given the product [CH2:27]([O:26][C:24]([NH:1][C@H:2]1[CH2:7][CH2:6][N:5]([C:8]([O:10][C:11]([CH3:12])([CH3:13])[CH3:14])=[O:9])[CH2:4][C@H:3]1[O:15][CH3:16])=[O:25])[C:28]1[CH:33]=[CH:32][CH:31]=[CH:30][CH:29]=1, predict the reactants needed to synthesize it. The reactants are: [NH2:1][C@H:2]1[CH2:7][CH2:6][N:5]([C:8]([O:10][C:11]([CH3:14])([CH3:13])[CH3:12])=[O:9])[CH2:4][C@H:3]1[O:15][CH3:16].C(=O)([O-])[O-].[Na+].[Na+].Cl[C:24]([O:26][CH2:27][C:28]1[CH:33]=[CH:32][CH:31]=[CH:30][CH:29]=1)=[O:25].C(OCC)(=O)C. (6) Given the product [CH2:25]([O:1][C:2]1[CH:10]=[CH:9][C:8]([CH3:11])=[CH:7][C:3]=1[C:4]([O:6][CH2:16][CH3:17])=[O:5])[CH3:26], predict the reactants needed to synthesize it. The reactants are: [OH:1][C:2]1[CH:10]=[CH:9][C:8]([CH3:11])=[CH:7][C:3]=1[C:4]([OH:6])=[O:5].S([O-])(O[CH2:16][CH3:17])(=O)=O.C(=O)([O-])[O-].[K+].[K+].[CH3:25][C:26](C)=O.